This data is from Reaction yield outcomes from USPTO patents with 853,638 reactions. The task is: Predict the reaction yield, written as a fraction of the theoretical maximum amount of product (1.0 means a 100% yield; for example, 0.34 means a 34% yield). The reactants are [CH:1]1([N:7]2[CH2:11][CH:10]([CH2:12][OH:13])[CH2:9][C:8]2=[O:14])[CH2:6][CH2:5][CH2:4][CH2:3][CH2:2]1.[H-].[Na+].I[CH3:18]. The catalyst is ClCCl. The product is [CH:1]1([N:7]2[CH2:11][CH:10]([CH2:12][O:13][CH3:18])[CH2:9][C:8]2=[O:14])[CH2:6][CH2:5][CH2:4][CH2:3][CH2:2]1. The yield is 0.700.